From a dataset of Forward reaction prediction with 1.9M reactions from USPTO patents (1976-2016). Predict the product of the given reaction. (1) The product is: [CH3:16][S:17][C:18]1[CH:23]=[CH:22][C:21]([C:2]2[C:10]3[C:5](=[N:6][CH:7]=[C:8]([C:11]([O:13][CH2:14][CH3:15])=[O:12])[CH:9]=3)[O:4][CH:3]=2)=[CH:20][CH:19]=1. Given the reactants Br[C:2]1[C:10]2[C:5](=[N:6][CH:7]=[C:8]([C:11]([O:13][CH2:14][CH3:15])=[O:12])[CH:9]=2)[O:4][CH:3]=1.[CH3:16][S:17][C:18]1[CH:23]=[CH:22][C:21](B(O)O)=[CH:20][CH:19]=1, predict the reaction product. (2) Given the reactants [CH3:1][N:2]([CH3:11])[C:3](=O)[C:4]1[CH:9]=[CH:8][CH:7]=[CH:6][CH:5]=1.CO, predict the reaction product. The product is: [CH3:1][N:2]([CH3:11])[CH2:3][C:4]1[CH:9]=[CH:8][CH:7]=[CH:6][CH:5]=1. (3) Given the reactants [Br:1][C:2]1[CH:3]=[C:4]([CH:8]=[C:9]([S:12]([N:15]2[CH2:19][CH2:18][CH2:17][CH2:16]2)(=[O:14])=[O:13])[C:10]=1F)[C:5]([OH:7])=[O:6].[CH3:20][O:21][CH2:22][CH2:23][NH2:24], predict the reaction product. The product is: [Br:1][C:2]1[CH:3]=[C:4]([CH:8]=[C:9]([S:12]([N:15]2[CH2:19][CH2:18][CH2:17][CH2:16]2)(=[O:14])=[O:13])[C:10]=1[NH:24][CH2:23][CH2:22][O:21][CH3:20])[C:5]([OH:7])=[O:6]. (4) The product is: [Cl:1][C:2]1[N:3]=[C:4]([C:9]([NH:11][C@@H:12]2[CH2:17][CH2:16][N:15]([C:23]3[S:24][C:25]([C:29]([O:31][CH2:32][CH3:33])=[O:30])=[C:26]([CH3:28])[N:27]=3)[CH2:14][C@H:13]2[NH:18][CH2:19][CH2:20][CH3:21])=[O:10])[NH:5][C:6]=1[CH2:7][CH3:8]. Given the reactants [Cl:1][C:2]1[N:3]=[C:4]([C:9]([NH:11][C@@H:12]2[CH2:17][CH2:16][NH:15][CH2:14][C@H:13]2[NH:18][CH2:19][CH2:20][CH3:21])=[O:10])[NH:5][C:6]=1[CH2:7][CH3:8].Br[C:23]1[S:24][C:25]([C:29]([O:31][CH2:32][CH3:33])=[O:30])=[C:26]([CH3:28])[N:27]=1.C(=O)([O-])[O-].[Na+].[Na+], predict the reaction product. (5) Given the reactants Cl.[NH2:2][C@@H:3]1[CH2:8][CH2:7][C@H:6]([C:9]([NH:11][CH:12]([CH3:14])[CH3:13])=[O:10])[CH2:5][CH2:4]1.CCN(C(C)C)C(C)C.F[C:25]1[CH:30]=[C:29]([F:31])[CH:28]=[CH:27][C:26]=1[N+:32]([O-:34])=[O:33], predict the reaction product. The product is: [F:31][C:29]1[CH:28]=[CH:27][C:26]([N+:32]([O-:34])=[O:33])=[C:25]([NH:2][C@@H:3]2[CH2:4][CH2:5][C@H:6]([C:9]([NH:11][CH:12]([CH3:14])[CH3:13])=[O:10])[CH2:7][CH2:8]2)[CH:30]=1.